Dataset: Reaction yield outcomes from USPTO patents with 853,638 reactions. Task: Predict the reaction yield, written as a fraction of the theoretical maximum amount of product (1.0 means a 100% yield; for example, 0.34 means a 34% yield). (1) The yield is 1.00. The catalyst is C1(C)C=CC=CC=1.CN(C=O)C. The product is [CH2:1]([O:3][C:4]1[CH:9]=[CH:8][N:7]([C:10]2[CH:15]=[CH:14][C:13]([F:16])=[CH:12][CH:11]=2)[C:6](=[O:17])[C:5]=1[C:18]([Cl:23])=[O:20])[CH3:2]. The reactants are [CH2:1]([O:3][C:4]1[CH:9]=[CH:8][N:7]([C:10]2[CH:15]=[CH:14][C:13]([F:16])=[CH:12][CH:11]=2)[C:6](=[O:17])[C:5]=1[C:18]([OH:20])=O)[CH3:2].O=S(Cl)[Cl:23]. (2) The reactants are Cl[C:2]1[N:7]2[N:8]=[C:9]([CH3:11])[CH:10]=[C:6]2[N:5]=[C:4]([NH:12][C:13](=[O:24])[C:14]2[CH:19]=[CH:18][C:17]([C:20]([OH:23])([CH3:22])[CH3:21])=[CH:16][CH:15]=2)[CH:3]=1.Cl.[CH2:26]([S:29]([N:32]1[CH2:37][CH2:36][NH:35][CH2:34][CH2:33]1)(=[O:31])=[O:30])[CH2:27][CH3:28].C(N(CC)C(C)C)(C)C. The catalyst is CN(C=O)C.CS(C)=O.CO. The product is [OH:23][C:20]([C:17]1[CH:18]=[CH:19][C:14]([C:13]([NH:12][C:4]2[CH:3]=[C:2]([N:35]3[CH2:34][CH2:33][N:32]([S:29]([CH2:26][CH2:27][CH3:28])(=[O:30])=[O:31])[CH2:37][CH2:36]3)[N:7]3[N:8]=[C:9]([CH3:11])[CH:10]=[C:6]3[N:5]=2)=[O:24])=[CH:15][CH:16]=1)([CH3:22])[CH3:21]. The yield is 0.890. (3) The reactants are [Br:1][C:2]1[CH:36]=[CH:35][C:5]([CH2:6][O:7][C:8]2[CH:13]=[CH:12][CH:11]=[CH:10][C:9]=2[CH2:14][CH2:15][N:16]([CH2:24][C:25]2[CH:34]=[CH:33][C:28]([C:29]([O:31][CH3:32])=[O:30])=[CH:27][CH:26]=2)C(OC(C)(C)C)=O)=[CH:4][CH:3]=1.FC(F)(F)C(O)=O.C(=O)(O)[O-].[Na+]. The catalyst is ClCCl. The product is [Br:1][C:2]1[CH:3]=[CH:4][C:5]([CH2:6][O:7][C:8]2[CH:13]=[CH:12][CH:11]=[CH:10][C:9]=2[CH2:14][CH2:15][NH:16][CH2:24][C:25]2[CH:26]=[CH:27][C:28]([C:29]([O:31][CH3:32])=[O:30])=[CH:33][CH:34]=2)=[CH:35][CH:36]=1. The yield is 0.920. (4) The reactants are [N:1]1([C:7]2[N:15]=[C:14]3[C:10]([N:11](COCC[Si](C)(C)C)[C:12]([C:16]([C:18]4[CH:19]=[C:20]([CH3:24])[CH:21]=[CH:22][CH:23]=4)=[O:17])=[N:13]3)=[C:9]([N:33]3[CH2:38][CH2:37][O:36][CH2:35][CH2:34]3)[N:8]=2)[CH2:6][CH2:5][O:4][CH2:3][CH2:2]1. The catalyst is C(O)C.Cl. The product is [N:1]1([C:7]2[N:15]=[C:14]3[C:10]([NH:11][C:12]([C:16]([C:18]4[CH:19]=[C:20]([CH3:24])[CH:21]=[CH:22][CH:23]=4)=[O:17])=[N:13]3)=[C:9]([N:33]3[CH2:38][CH2:37][O:36][CH2:35][CH2:34]3)[N:8]=2)[CH2:6][CH2:5][O:4][CH2:3][CH2:2]1. The yield is 0.570. (5) The reactants are [CH3:1][S:2][CH2:3][CH2:4][OH:5].[H-].[Na+].Br[CH:9]([CH3:13])[C:10]([OH:12])=[O:11]. No catalyst specified. The product is [CH3:1][S:2][CH2:3][CH2:4][O:5][CH:9]([CH3:13])[C:10]([OH:12])=[O:11]. The yield is 0.780.